From a dataset of Forward reaction prediction with 1.9M reactions from USPTO patents (1976-2016). Predict the product of the given reaction. (1) Given the reactants [CH3:1][O:2][C:3]1[CH:8]=[C:7]([CH2:9]O)[CH:6]=[CH:5][N:4]=1.S(Cl)([Cl:13])=O, predict the reaction product. The product is: [ClH:13].[Cl:13][CH2:9][C:7]1[CH:6]=[CH:5][N:4]=[C:3]([O:2][CH3:1])[CH:8]=1. (2) Given the reactants [C:1]([N:4]1[C:12]2[C:7](=[CH:8][C:9]([O:14][CH3:15])=[C:10]([NH2:13])[CH:11]=2)[CH2:6][CH2:5]1)(=[O:3])[CH3:2].Cl[C:17]1[N:18]=[C:19]([NH:36][C:37]2[CH:45]=[CH:44][CH:43]=[C:42]([F:46])[C:38]=2[C:39]([NH2:41])=[O:40])[C:20]2[CH:25]=[CH:24][N:23]([S:26]([C:29]3[CH:34]=[CH:33][C:32]([CH3:35])=[CH:31][CH:30]=3)(=[O:28])=[O:27])[C:21]=2[N:22]=1.Cl.O1CCOCC1.[NH4+].[OH-], predict the reaction product. The product is: [C:1]([N:4]1[C:12]2[C:7](=[CH:8][C:9]([O:14][CH3:15])=[C:10]([NH:13][C:17]3[N:18]=[C:19]([NH:36][C:37]4[CH:45]=[CH:44][CH:43]=[C:42]([F:46])[C:38]=4[C:39]([NH2:41])=[O:40])[C:20]4[CH:25]=[CH:24][N:23]([S:26]([C:29]5[CH:34]=[CH:33][C:32]([CH3:35])=[CH:31][CH:30]=5)(=[O:27])=[O:28])[C:21]=4[N:22]=3)[CH:11]=2)[CH2:6][CH2:5]1)(=[O:3])[CH3:2].